This data is from Forward reaction prediction with 1.9M reactions from USPTO patents (1976-2016). The task is: Predict the product of the given reaction. (1) Given the reactants [CH:1]1([C@@:6]([OH:30])([C:24]2[CH:29]=[CH:28][CH:27]=[CH:26][CH:25]=2)[C:7]([O:9][C@H:10]2[CH2:15][CH:14]3[N:16]([C:17](OC(C)(C)C)=O)[C@@H:11]2[CH2:12][CH2:13]3)=[O:8])[CH2:5][CH2:4][CH2:3][CH2:2]1.Cl.C=O.C(O[BH-](OC(=O)C)OC(=O)C)(=O)C.[Na+], predict the reaction product. The product is: [CH:1]1([C@@:6]([OH:30])([C:24]2[CH:25]=[CH:26][CH:27]=[CH:28][CH:29]=2)[C:7]([O:9][C@H:10]2[CH2:15][CH:14]3[N:16]([CH3:17])[C@@H:11]2[CH2:12][CH2:13]3)=[O:8])[CH2:5][CH2:4][CH2:3][CH2:2]1. (2) The product is: [CH3:1][C:2]1[CH:3]=[C:4]([NH:21][C:23]2[O:24][C:25]3[CH:31]=[CH:30][CH:29]=[CH:28][C:26]=3[N:27]=2)[CH:5]=[CH:6][C:7]=1[O:8][C:9]1[C:14]([C:15]2[CH:20]=[CH:19][N:18]=[CH:17][N:16]=2)=[CH:13][CH:12]=[CH:11][N:10]=1. Given the reactants [CH3:1][C:2]1[CH:3]=[C:4]([NH2:21])[CH:5]=[CH:6][C:7]=1[O:8][C:9]1[C:14]([C:15]2[CH:20]=[CH:19][N:18]=[CH:17][N:16]=2)=[CH:13][CH:12]=[CH:11][N:10]=1.Cl[C:23]1[O:24][C:25]2[CH:31]=[CH:30][CH:29]=[CH:28][C:26]=2[N:27]=1, predict the reaction product. (3) Given the reactants [Si:1]([O:18][CH2:19][C:20]1[N:21]=[CH:22][N:23]([CH2:25][O:26][CH2:27][CH2:28][Si:29]([CH3:32])([CH3:31])[CH3:30])[CH:24]=1)([C:14]([CH3:17])([CH3:16])[CH3:15])([C:8]1[CH:13]=[CH:12][CH:11]=[CH:10][CH:9]=1)[C:2]1[CH:7]=[CH:6][CH:5]=[CH:4][CH:3]=1.[CH3:33][Si:34]([CH3:41])([CH3:40])[CH2:35][CH2:36][O:37][CH2:38]Cl.[C:42](#N)C, predict the reaction product. The product is: [Si:1]([O:18][CH2:19][C:20]1[N:21]=[CH:22][N:23]([CH2:25][O:26][CH2:27][CH2:28][Si:29]([CH3:32])([CH3:31])[CH3:30])[C:24]=1[CH3:33])([C:14]([CH3:16])([CH3:17])[CH3:15])([C:2]1[CH:7]=[CH:6][CH:5]=[CH:4][CH:3]=1)[C:8]1[CH:9]=[CH:10][CH:11]=[CH:12][CH:13]=1.[Si:1]([O:18][CH2:19][C:20]1[N:21]([CH2:38][O:37][CH2:36][CH2:35][Si:34]([CH3:41])([CH3:40])[CH3:33])[CH:22]=[N:23][C:24]=1[CH3:42])([C:14]([CH3:17])([CH3:15])[CH3:16])([C:8]1[CH:13]=[CH:12][CH:11]=[CH:10][CH:9]=1)[C:2]1[CH:7]=[CH:6][CH:5]=[CH:4][CH:3]=1. (4) Given the reactants ClC1C=C([CH2:8][CH2:9][CH2:10][N:11]([C@H:25]2[CH2:30][CH2:29][C@H:28]([CH3:31])[CH2:27][CH2:26]2)[C:12](=[O:24])[NH:13][C:14]2[S:15][C:16]([S:19][CH2:20][C:21]([OH:23])=[O:22])=[CH:17][N:18]=2)C=CC=1.[F:32][C:33]1[CH:34]=[C:35]([C:41](=[O:47])CCC(O)=O)[CH:36]=[CH:37][C:38]=1[O:39][CH3:40].C(OC(=O)CSC1SC(N)=NC=1)C, predict the reaction product. The product is: [F:32][C:33]1[CH:34]=[C:35]([CH:41]([OH:47])[CH2:8][CH2:9][CH2:10][N:11]([C@H:25]2[CH2:30][CH2:29][C@H:28]([CH3:31])[CH2:27][CH2:26]2)[C:12](=[O:24])[NH:13][C:14]2[S:15][C:16]([S:19][CH2:20][C:21]([OH:23])=[O:22])=[CH:17][N:18]=2)[CH:36]=[CH:37][C:38]=1[O:39][CH3:40]. (5) Given the reactants [CH2:1]1[CH2:8][C@@H:7]([NH2:9])[C:5](=[O:6])[NH:4][CH2:3][CH2:2]1.CC1C(O)=C(C=O)C(COP(O)(O)=O)=CN=1.OP(O)(O)=O, predict the reaction product. The product is: [CH2:1]1[CH2:8][C@H:7]([NH2:9])[C:5](=[O:6])[NH:4][CH2:3][CH2:2]1.[CH2:1]1[CH2:8][C@@H:7]([NH2:9])[C:5](=[O:6])[NH:4][CH2:3][CH2:2]1. (6) Given the reactants C(OC([NH:8][C@:9]([CH3:31])([CH2:15][CH2:16][C:17]1[CH:22]=[CH:21][C:20]([O:23][CH2:24][CH2:25][CH2:26][CH2:27][CH2:28][CH2:29][CH3:30])=[CH:19][CH:18]=1)[CH2:10][CH2:11][C:12]([OH:14])=[O:13])=O)(C)(C)C.FC(F)(F)C(O)=O, predict the reaction product. The product is: [NH2:8][C@:9]([CH3:31])([CH2:15][CH2:16][C:17]1[CH:22]=[CH:21][C:20]([O:23][CH2:24][CH2:25][CH2:26][CH2:27][CH2:28][CH2:29][CH3:30])=[CH:19][CH:18]=1)[CH2:10][CH2:11][C:12]([OH:14])=[O:13]. (7) Given the reactants [Cl:1][C:2]1[N:9]=[CH:8][C:7]([CH2:10][NH:11][C:12]2[C:17]([F:18])=[C:16]([O:19][CH3:20])[CH:15]=[C:14]([O:21][CH3:22])[C:13]=2[F:23])=[C:6]([Cl:24])[C:3]=1[C:4]#[N:5].[Cl:25][C:26](Cl)([O:28]C(=O)OC(Cl)(Cl)Cl)Cl.N1C=CC=CC=1, predict the reaction product. The product is: [Cl:24][C:6]1[C:3]([C:4]#[N:5])=[C:2]([Cl:1])[N:9]=[CH:8][C:7]=1[CH2:10][N:11]([C:12]1[C:17]([F:18])=[C:16]([O:19][CH3:20])[CH:15]=[C:14]([O:21][CH3:22])[C:13]=1[F:23])[C:26]([Cl:25])=[O:28]. (8) Given the reactants [F:1][CH:2]([F:15])[CH2:3][O:4][C:5]1[CH:10]=[CH:9][C:8]([CH2:11][C:12]([OH:14])=[O:13])=[CH:7][CH:6]=1.C[Si]([N-][Si](C)(C)C)(C)C.[Na+].[Cl:26][CH2:27][CH2:28][CH2:29][CH2:30]I, predict the reaction product. The product is: [Cl:26][CH2:27][CH2:28][CH2:29][CH2:30][CH:11]([C:8]1[CH:7]=[CH:6][C:5]([O:4][CH2:3][CH:2]([F:15])[F:1])=[CH:10][CH:9]=1)[C:12]([OH:14])=[O:13].